The task is: Predict the reactants needed to synthesize the given product.. This data is from Full USPTO retrosynthesis dataset with 1.9M reactions from patents (1976-2016). (1) The reactants are: [CH3:1][O:2][C:3]1[CH:4]=[CH:5][C:6]([C:15]2[CH:27]=[CH:26][C:25]3[C:24]4[C:19](=[CH:20][CH:21]=[CH:22][CH:23]=4)[C:18]4([C:39]5[CH:38]=[CH:37][CH:36]=[CH:35][C:34]=5[C:33]5C4=[CH:29][CH:30]=[CH:31][CH:32]=5)[C:17]=3[CH:16]=2)=[C:7]([C:9]2[CH:14]=[CH:13][CH:12]=[CH:11][CH:10]=2)[CH:8]=1.[CH3:40]O. Given the product [CH3:1][O:2][C:3]1[CH:8]=[C:7]2[C:6](=[CH:5][CH:4]=1)[C:15]1[C:16](=[CH:17][C:25]3[C:26](=[C:40]4[C:23]([CH:24]=3)=[CH:22][CH:21]=[CH:20][C:19]34[C:33]4[CH:32]=[CH:31][CH:30]=[CH:29][C:34]=4[C:35]4[C:18]3=[CH:39][CH:38]=[CH:37][CH:36]=4)[CH:27]=1)[C:14]1[C:9]2=[CH:10][CH:11]=[CH:12][CH:13]=1, predict the reactants needed to synthesize it. (2) Given the product [CH3:1][O:2][C:3]1[CH:4]=[CH:5][C:6]2[N:12]3[C:16]([CH3:17])=[N:19][N:20]=[C:11]3[CH:10]([CH3:14])[CH2:9][NH:8][C:7]=2[N:15]=1, predict the reactants needed to synthesize it. The reactants are: [CH3:1][O:2][C:3]1[CH:4]=[CH:5][C:6]2[NH:12][C:11](=S)[CH:10]([CH3:14])[CH2:9][NH:8][C:7]=2[N:15]=1.[C:16]([NH:19][NH2:20])(=O)[CH3:17]. (3) Given the product [CH:1]1([C@@H:4]([NH:6][C:8]2[CH:13]=[C:12]([C:14]3[CH:19]=[CH:18][CH:17]=[C:16]([Cl:20])[C:15]=3[Cl:21])[N:11]=[C:10]([NH2:22])[N:9]=2)[CH3:5])[CH2:3][CH2:2]1, predict the reactants needed to synthesize it. The reactants are: [CH:1]1([C@@H:4]([NH2:6])[CH3:5])[CH2:3][CH2:2]1.Cl[C:8]1[CH:13]=[C:12]([C:14]2[CH:19]=[CH:18][CH:17]=[C:16]([Cl:20])[C:15]=2[Cl:21])[N:11]=[C:10]([NH2:22])[N:9]=1.